Regression. Given a peptide amino acid sequence and an MHC pseudo amino acid sequence, predict their binding affinity value. This is MHC class II binding data. From a dataset of Peptide-MHC class II binding affinity with 134,281 pairs from IEDB. (1) The peptide sequence is DYEYKVSKLVSRLVI. The MHC is DRB1_0901 with pseudo-sequence DRB1_0901. The binding affinity (normalized) is 0.643. (2) The peptide sequence is STDLELSWNLNGLQAY. The MHC is HLA-DQA10301-DQB10302 with pseudo-sequence HLA-DQA10301-DQB10302. The binding affinity (normalized) is 0.416. (3) The peptide sequence is ELFVAAYVPYVAWLV. The MHC is DRB3_0101 with pseudo-sequence DRB3_0101. The binding affinity (normalized) is 0.731. (4) The peptide sequence is NELGMLEKTKEDLFG. The MHC is DRB1_1301 with pseudo-sequence DRB1_1301. The binding affinity (normalized) is 0.358. (5) The peptide sequence is PTSLLISWGHYPLHL. The MHC is HLA-DQA10401-DQB10402 with pseudo-sequence HLA-DQA10401-DQB10402. The binding affinity (normalized) is 0.104. (6) The peptide sequence is EEALNVALAVVTLLA. The MHC is DRB4_0101 with pseudo-sequence DRB4_0103. The binding affinity (normalized) is 0.386. (7) The peptide sequence is STLQEQIGWMTNNPPIPV. The MHC is DRB1_1501 with pseudo-sequence DRB1_1501. The binding affinity (normalized) is 0.366. (8) The peptide sequence is EKKYTAATQFEPLAA. The MHC is HLA-DPA10103-DPB10601 with pseudo-sequence HLA-DPA10103-DPB10601. The binding affinity (normalized) is 0.907.